From a dataset of Reaction yield outcomes from USPTO patents with 853,638 reactions. Predict the reaction yield, written as a fraction of the theoretical maximum amount of product (1.0 means a 100% yield; for example, 0.34 means a 34% yield). (1) The reactants are [Cl:1][C:2]1[C:11]2[C:6](=[CH:7][CH:8]=[C:9]([S:12][C:13]([CH3:16])([CH3:15])[CH3:14])[CH:10]=2)[N:5]=[CH:4][CH:3]=1.[OH2:17].[OH:18]OS([O-])=O.[K+]. The product is [Cl:1][C:2]1[C:11]2[C:6](=[CH:7][CH:8]=[C:9]([S:12]([C:13]([CH3:16])([CH3:15])[CH3:14])(=[O:18])=[O:17])[CH:10]=2)[N:5]=[CH:4][CH:3]=1. The yield is 0.800. The catalyst is CO. (2) The product is [CH3:11][S:10][C:4]1[NH:3][CH2:9][CH2:8][CH2:7][CH2:6][N:5]=1. The yield is 0.860. The reactants are CI.[NH:3]1[CH2:9][CH2:8][CH2:7][CH2:6][NH:5][C:4]1=[S:10].[CH3:11]CO. The catalyst is CC(C)=O. (3) No catalyst specified. The reactants are [N:1]1([CH:11]([C:16]2[CH:21]=[CH:20][CH:19]=[CH:18][C:17]=2F)[CH:12]([OH:15])[CH2:13][OH:14])[C:10]2[C:5](=[CH:6][CH:7]=[CH:8][CH:9]=2)[CH2:4][CH2:3][CH2:2]1.CC(C)([O-])C.[K+]. The yield is 0.750. The product is [N:1]1([CH:11]2[C:16]3[CH:21]=[CH:20][CH:19]=[CH:18][C:17]=3[O:15][CH:12]2[CH2:13][OH:14])[C:10]2[C:5](=[CH:6][CH:7]=[CH:8][CH:9]=2)[CH2:4][CH2:3][CH2:2]1. (4) No catalyst specified. The reactants are Cl[C:2]1[C:3]2[CH2:17][CH2:16][CH2:15][C:4]=2[N:5]=[C:6]([C:8]2[CH:13]=[CH:12][CH:11]=[C:10]([Cl:14])[CH:9]=2)[N:7]=1.[NH2:18][C:19](=[O:35])[CH:20]([CH2:27][C:28]1[CH:33]=[CH:32][C:31]([NH2:34])=[CH:30][CH:29]=1)[C:21]([O:23][CH:24]([CH3:26])[CH3:25])=[O:22]. The product is [NH2:18][C:19](=[O:35])[CH:20]([CH2:27][C:28]1[CH:33]=[CH:32][C:31]([NH:34][C:2]2[C:3]3[CH2:17][CH2:16][CH2:15][C:4]=3[N:5]=[C:6]([C:8]3[CH:13]=[CH:12][CH:11]=[C:10]([Cl:14])[CH:9]=3)[N:7]=2)=[CH:30][CH:29]=1)[C:21]([O:23][CH:24]([CH3:25])[CH3:26])=[O:22]. The yield is 0.780. (5) The reactants are [Cl:1][C:2]1[CH:11]=[CH:10][C:5]([C:6]([NH:8][CH3:9])=[O:7])=[CH:4][CH:3]=1.C([Li])CCC.CN([CH:25]=[O:26])C1C=CC=CC=1.Cl. The catalyst is C1COCC1.O. The product is [CH:25]([C:4]1[CH:3]=[C:2]([Cl:1])[CH:11]=[CH:10][C:5]=1[C:6]([NH:8][CH3:9])=[O:7])=[O:26]. The yield is 0.590.